This data is from Catalyst prediction with 721,799 reactions and 888 catalyst types from USPTO. The task is: Predict which catalyst facilitates the given reaction. Reactant: [Cl:1][C:2]1[C:20]([N+:21]([O-])=O)=[CH:19][C:18]([C:24]#[N:25])=[CH:17][C:3]=1[O:4][CH:5]1[CH2:9][CH2:8][N:7]([C:10]([O:12][C:13]([CH3:16])([CH3:15])[CH3:14])=[O:11])[CH2:6]1. Product: [NH2:21][C:20]1[C:2]([Cl:1])=[C:3]([CH:17]=[C:18]([C:24]#[N:25])[CH:19]=1)[O:4][CH:5]1[CH2:9][CH2:8][N:7]([C:10]([O:12][C:13]([CH3:16])([CH3:15])[CH3:14])=[O:11])[CH2:6]1. The catalyst class is: 19.